Task: Predict the product of the given reaction.. Dataset: Forward reaction prediction with 1.9M reactions from USPTO patents (1976-2016) (1) Given the reactants C([O:3][C:4](=[O:20])[C@@H:5]([O:18][CH3:19])[CH2:6][C:7]1[CH:12]=[CH:11][C:10]([O:13][CH2:14][CH2:15][CH2:16]Br)=[CH:9][CH:8]=1)C.[Cl:21][C:22]1[CH:37]=[CH:36][CH:35]=[CH:34][C:23]=1[C:24]([NH:26][C:27]1[CH:32]=[CH:31][C:30]([OH:33])=[CH:29][CH:28]=1)=[O:25].[OH-].[Na+], predict the reaction product. The product is: [Cl:21][C:22]1[CH:37]=[CH:36][CH:35]=[CH:34][C:23]=1[C:24]([NH:26][C:27]1[CH:32]=[CH:31][C:30]([O:33][CH2:16][CH2:15][CH2:14][O:13][C:10]2[CH:9]=[CH:8][C:7]([CH2:6][C@H:5]([O:18][CH3:19])[C:4]([OH:3])=[O:20])=[CH:12][CH:11]=2)=[CH:29][CH:28]=1)=[O:25]. (2) Given the reactants [CH3:1][S:2]([C:5]1[CH:6]=[C:7]2[C:12](=[CH:13][CH:14]=1)[N:11]=[C:10]([C:15]1[CH:20]=[CH:19][CH:18]=[C:17]([C:21]([F:24])([F:23])[F:22])[CH:16]=1)[C:9]([CH2:25][N:26]1[CH2:31][CH2:30][CH:29]([N:32]3[CH2:37][CH2:36][O:35][CH2:34][CH2:33]3)[CH2:28][CH2:27]1)=[C:8]2[C:38]([OH:40])=O)(=[O:4])=[O:3].[C:41]1([C@@H:47]([NH2:49])[CH3:48])[CH:46]=[CH:45][CH:44]=[CH:43][CH:42]=1.C(Cl)CCl.C1C=CC2N(O)N=NC=2C=1.C(N(CC)C(C)C)(C)C, predict the reaction product. The product is: [CH3:1][S:2]([C:5]1[CH:6]=[C:7]2[C:12](=[CH:13][CH:14]=1)[N:11]=[C:10]([C:15]1[CH:20]=[CH:19][CH:18]=[C:17]([C:21]([F:23])([F:24])[F:22])[CH:16]=1)[C:9]([CH2:25][N:26]1[CH2:31][CH2:30][CH:29]([N:32]3[CH2:37][CH2:36][O:35][CH2:34][CH2:33]3)[CH2:28][CH2:27]1)=[C:8]2[C:38]([NH:49][C@H:47]([C:41]1[CH:46]=[CH:45][CH:44]=[CH:43][CH:42]=1)[CH3:48])=[O:40])(=[O:3])=[O:4]. (3) Given the reactants [CH3:1][O:2][CH2:3][O:4][C:5]1[CH:10]=[CH:9][CH:8]=[C:7]([O:11][CH2:12][O:13][CH3:14])[CH:6]=1.[Li]CCCC.[C:20](O[C:20](=[O:24])[CH:21]([CH3:23])[CH3:22])(=[O:24])[CH:21]([CH3:23])[CH3:22], predict the reaction product. The product is: [CH3:14][O:13][CH2:12][O:11][C:7]1[CH:8]=[CH:9][CH:10]=[C:5]([O:4][CH2:3][O:2][CH3:1])[C:6]=1[C:20](=[O:24])[CH:21]([CH3:23])[CH3:22]. (4) Given the reactants Cl.[NH2:2][C:3]1[N:8]=[C:7]([C:9]2[CH:18]=[C:17]3[C:12]([CH2:13][CH2:14][N:15]([C:19]4[CH:20]=[CH:21][C:22]([C:25]([OH:27])=O)=[N:23][CH:24]=4)[CH2:16]3)=[CH:11][CH:10]=2)[CH:6]=[C:5]([N:28]2[CH2:33][CH2:32][N:31]([CH3:34])[CH2:30][CH2:29]2)[N:4]=1.CN.F[P-](F)(F)(F)(F)F.[N:44]1(O[P+](N(C)C)(N(C)C)N(C)C)[C:48]2C=CC=CC=2N=N1.CN1CCOCC1, predict the reaction product. The product is: [NH2:2][C:3]1[N:8]=[C:7]([C:9]2[CH:18]=[C:17]3[C:12]([CH2:13][CH2:14][N:15]([C:19]4[CH:20]=[CH:21][C:22]([C:25]([NH:44][CH3:48])=[O:27])=[N:23][CH:24]=4)[CH2:16]3)=[CH:11][CH:10]=2)[CH:6]=[C:5]([N:28]2[CH2:29][CH2:30][N:31]([CH3:34])[CH2:32][CH2:33]2)[N:4]=1. (5) Given the reactants [CH2:1]([O:8][C:9]1[CH:10]=[C:11]2[C:16](=[CH:17][CH:18]=1)[N:15]=[C:14]([CH2:19][CH:20]([CH3:22])[CH3:21])[C:13]([CH2:23]O)=[C:12]2[CH2:25][CH2:26][CH2:27][CH3:28])[C:2]1[CH:7]=[CH:6][CH:5]=[CH:4][CH:3]=1.C(N(CC)CC)C.CS(Cl)(=O)=O.[C:41]1(=[O:51])[NH:45][C:44](=[O:46])[C:43]2=[CH:47][CH:48]=[CH:49][CH:50]=[C:42]12.[K], predict the reaction product. The product is: [CH2:1]([O:8][C:9]1[CH:10]=[C:11]2[C:16](=[CH:17][CH:18]=1)[N:15]=[C:14]([CH2:19][CH:20]([CH3:22])[CH3:21])[C:13]([CH2:23][N:45]1[C:41](=[O:51])[C:42]3[C:43](=[CH:47][CH:48]=[CH:49][CH:50]=3)[C:44]1=[O:46])=[C:12]2[CH2:25][CH2:26][CH2:27][CH3:28])[C:2]1[CH:3]=[CH:4][CH:5]=[CH:6][CH:7]=1. (6) Given the reactants Br[C:2]1[CH:3]=[C:4]([CH:7]=[CH:8][C:9]=1[O:10][C:11]1[CH:16]=[CH:15][CH:14]=[CH:13][CH:12]=1)[CH:5]=[O:6].[CH3:17][C:18]1[CH:23]=[C:22]([O:24][CH2:25][CH2:26][CH2:27][S:28][CH3:29])[CH:21]=[C:20]([CH3:30])[C:19]=1B(O)O.C1(P(C2CCCCC2)C2C=CC=CC=2C2C(OC)=CC=CC=2OC)CCCCC1.P([O-])([O-])([O-])=O.[K+].[K+].[K+], predict the reaction product. The product is: [CH3:17][C:18]1[CH:23]=[C:22]([O:24][CH2:25][CH2:26][CH2:27][S:28][CH3:29])[CH:21]=[C:20]([CH3:30])[C:19]=1[C:2]1[C:9]([O:10][C:11]2[CH:16]=[CH:15][CH:14]=[CH:13][CH:12]=2)=[CH:8][CH:7]=[C:4]([CH:5]=[O:6])[CH:3]=1.